This data is from Reaction yield outcomes from USPTO patents with 853,638 reactions. The task is: Predict the reaction yield, written as a fraction of the theoretical maximum amount of product (1.0 means a 100% yield; for example, 0.34 means a 34% yield). (1) The reactants are [Cl:1][C:2]1[N:7]=[C:6]([C:8]2[S:12][C:11]([CH:13]3[CH2:18][CH2:17][O:16][CH2:15][CH2:14]3)=[N:10][C:9]=2[C:19]2[C:20]([F:32])=[C:21]([NH:25]C(=O)OCC=C)[CH:22]=[CH:23][CH:24]=2)[CH:5]=[CH:4][N:3]=1.CC(O)=O.C([SnH](CCCC)CCCC)CCC. The catalyst is C(Cl)Cl.Cl[Pd](Cl)([P](C1C=CC=CC=1)(C1C=CC=CC=1)C1C=CC=CC=1)[P](C1C=CC=CC=1)(C1C=CC=CC=1)C1C=CC=CC=1. The product is [Cl:1][C:2]1[N:7]=[C:6]([C:8]2[S:12][C:11]([CH:13]3[CH2:18][CH2:17][O:16][CH2:15][CH2:14]3)=[N:10][C:9]=2[C:19]2[C:20]([F:32])=[C:21]([CH:22]=[CH:23][CH:24]=2)[NH2:25])[CH:5]=[CH:4][N:3]=1. The yield is 0.978. (2) The reactants are Br[C:2]1[CH:3]=[C:4]2[C:8](=[CH:9][CH:10]=1)[N:7]([CH:11]1[CH2:16][CH2:15][CH2:14][CH2:13][O:12]1)[N:6]=[C:5]2[F:17].C([O-])([O-])=O.[Cs+].[Cs+].[C:24]([Si](C)(C)C)#[C:25][CH2:26][CH3:27].N#N. The catalyst is [Cu]I.CC([O-])=O.CC([O-])=O.[Pd+2].C1C=CC(P(C2C=CC=CC=2)[C-]2C=CC=C2)=CC=1.C1C=CC(P(C2C=CC=CC=2)[C-]2C=CC=C2)=CC=1.[Fe+2].CC(N(C)C)=O. The product is [C:24]([C:2]1[CH:3]=[C:4]2[C:8](=[CH:9][CH:10]=1)[N:7]([CH:11]1[CH2:16][CH2:15][CH2:14][CH2:13][O:12]1)[N:6]=[C:5]2[F:17])#[C:25][CH2:26][CH3:27]. The yield is 0.691. (3) The reactants are [CH3:1][O:2][C:3]1[C:8]2[CH:9]([NH:12][C:13]3[O:14][CH2:15][C:16]4[CH:22]=[C:21]([NH2:23])[CH:20]=[CH:19][C:17]=4[N:18]=3)[CH2:10][O:11][C:7]=2[CH:6]=[CH:5][CH:4]=1.[Cl:24][CH2:25][C:26](Cl)=[O:27]. No catalyst specified. The product is [Cl:24][CH2:25][C:26]([NH:23][C:21]1[CH:20]=[CH:19][C:17]2[N:18]=[C:13]([NH:12][CH:9]3[C:8]4[C:3]([O:2][CH3:1])=[CH:4][CH:5]=[CH:6][C:7]=4[O:11][CH2:10]3)[O:14][CH2:15][C:16]=2[CH:22]=1)=[O:27]. The yield is 0.950. (4) The reactants are [F:1][C:2]1[CH:7]=[CH:6][C:5]([S:8][CH2:9][C:10]([NH:12][CH2:13][CH2:14][CH2:15][CH2:16][CH2:17][C:18]([OH:20])=O)=[O:11])=[CH:4][CH:3]=1.[O:21]1[CH2:26][CH2:25][N:24]([CH2:27][CH2:28][O:29][C:30]2[CH:35]=[CH:34][C:33]([C:36]3[N:37]=[C:38]([NH2:41])[S:39][CH:40]=3)=[CH:32][CH:31]=2)[CH2:23][CH2:22]1.F[P-](F)(F)(F)(F)F.N1(O[P+](N(C)C)(N(C)C)N(C)C)C2C=CC=CC=2N=N1.C(N(CC)CC)C.C(OC(NC1C=CC(SCC(NCCCCCC(O)=O)=O)=CC=1)=O)(C)(C)C. The catalyst is CN(C=O)C. The product is [F:1][C:2]1[CH:3]=[CH:4][C:5]([S:8][CH2:9][C:10]([NH:12][CH2:13][CH2:14][CH2:15][CH2:16][CH2:17][C:18]([NH:41][C:38]2[S:39][CH:40]=[C:36]([C:33]3[CH:34]=[CH:35][C:30]([O:29][CH2:28][CH2:27][N:24]4[CH2:25][CH2:26][O:21][CH2:22][CH2:23]4)=[CH:31][CH:32]=3)[N:37]=2)=[O:20])=[O:11])=[CH:6][CH:7]=1. The yield is 0.260. (5) The reactants are [OH-].[K+].[NH2:3][C:4]1[CH:11]=[CH:10][C:9]([Br:12])=[CH:8][C:5]=1[CH:6]=O.[CH3:13][C:14]([CH3:19])([CH3:18])[C:15](=O)[CH3:16]. The catalyst is O. The product is [Br:12][C:9]1[CH:8]=[C:5]2[C:4](=[CH:11][CH:10]=1)[N:3]=[C:15]([C:14]([CH3:19])([CH3:18])[CH3:13])[CH:16]=[CH:6]2. The yield is 0.640. (6) The reactants are [CH3:1][N:2]1[C:6]([C:7]2[CH:8]=[C:9]([C:14]([O:16]C)=[O:15])[S:10][C:11]=2[CH2:12][CH3:13])=[C:5]([CH3:18])[CH:4]=[N:3]1.[OH-].[Na+]. The catalyst is O1CCCC1. The product is [CH3:1][N:2]1[C:6]([C:7]2[CH:8]=[C:9]([C:14]([OH:16])=[O:15])[S:10][C:11]=2[CH2:12][CH3:13])=[C:5]([CH3:18])[CH:4]=[N:3]1. The yield is 1.00. (7) The reactants are [S:1](Cl)([C:4]1[C:16]2[CH:15]=[CH:14][CH:13]=[C:9]([N:10]([CH3:12])[CH3:11])[C:8]=2[CH:7]=[CH:6][CH:5]=1)(=[O:3])=[O:2].[F-:18].[K+]. The catalyst is C(#N)C.C1OCCOCCOCCOCCOCCOC1. The product is [S:1]([F:18])([C:4]1[C:16]2[CH:15]=[CH:14][CH:13]=[C:9]([N:10]([CH3:12])[CH3:11])[C:8]=2[CH:7]=[CH:6][CH:5]=1)(=[O:3])=[O:2]. The yield is 0.530. (8) The reactants are [C:1]([O:9][CH2:10][CH3:11])(=[O:8])[CH2:2][C:3]([O:5][CH2:6][CH3:7])=[O:4].I[C:13]1[CH:18]=[CH:17][CH:16]=[CH:15][CH:14]=1. No catalyst specified. The product is [CH2:10]([O:9][C:1](=[O:8])[CH:2]([C:13]1[CH:18]=[CH:17][CH:16]=[CH:15][CH:14]=1)[C:3]([O:5][CH2:6][CH3:7])=[O:4])[CH3:11]. The yield is 0.900.